The task is: Predict the product of the given reaction.. This data is from Forward reaction prediction with 1.9M reactions from USPTO patents (1976-2016). (1) Given the reactants [NH:1]1[CH2:6][CH2:5][CH2:4][C@@H:3]([NH:7][C:8]2[CH:13]=[CH:12][N:11]=[C:10]([C:14]3[CH:15]=[N:16][N:17]4[CH:22]=[CH:21][CH:20]=[CH:19][C:18]=34)[N:9]=2)[CH2:2]1.Br[C:24]1[N:28]=[CH:27][NH:26][N:25]=1, predict the reaction product. The product is: [N:25]1[N:26]=[C:27]([N:1]2[CH2:6][CH2:5][CH2:4][C@@H:3]([NH:7][C:8]3[CH:13]=[CH:12][N:11]=[C:10]([C:14]4[CH:15]=[N:16][N:17]5[CH:22]=[CH:21][CH:20]=[CH:19][C:18]=45)[N:9]=3)[CH2:2]2)[NH:28][CH:24]=1. (2) Given the reactants [C:1]1([CH2:7][CH2:8][C:9]([NH:11][C:12]2[CH:21]=[CH:20][C:15]([C:16](OC)=[O:17])=[CH:14][CH:13]=2)=[O:10])[CH:6]=[CH:5][CH:4]=[CH:3][CH:2]=1.O.[NH2:23][NH2:24], predict the reaction product. The product is: [NH:23]([C:16]([C:15]1[CH:20]=[CH:21][C:12]([NH:11][C:9](=[O:10])[CH2:8][CH2:7][C:1]2[CH:6]=[CH:5][CH:4]=[CH:3][CH:2]=2)=[CH:13][CH:14]=1)=[O:17])[NH2:24]. (3) Given the reactants [Br:1][C:2]1[CH:10]=[CH:9][CH:8]=[C:7]2[C:3]=1[C:4]([C:16]1[C:21](O)=[CH:20][CH:19]=[C:18]([O:23][CH3:24])[N:17]=1)([CH2:14][OH:15])[C:5](=[O:13])[N:6]2CO.C(P(CCCC)CCCC)CCC.N(C(OC(C)(C)C)=O)=NC(OC(C)(C)C)=O.[OH-].[NH4+], predict the reaction product. The product is: [Br:1][C:2]1[CH:10]=[CH:9][CH:8]=[C:7]2[C:3]=1[C:4]1([C:16]3=[N:17][C:18]([O:23][CH3:24])=[CH:19][CH:20]=[C:21]3[O:15][CH2:14]1)[C:5](=[O:13])[NH:6]2. (4) Given the reactants C(O[C:4](=[O:12])[C:5]1[CH:10]=[CH:9][C:8]([Br:11])=[CH:7][CH:6]=1)C.[CH3:13][N:14]([CH3:18])[CH2:15][CH2:16][NH2:17], predict the reaction product. The product is: [Br:11][C:8]1[CH:7]=[CH:6][C:5]([C:4]([NH:17][CH2:16][CH2:15][N:14]([CH3:18])[CH3:13])=[O:12])=[CH:10][CH:9]=1.